This data is from Catalyst prediction with 721,799 reactions and 888 catalyst types from USPTO. The task is: Predict which catalyst facilitates the given reaction. (1) Reactant: C([O:3][C:4](=O)[C:5]1[CH:10]=[CH:9][C:8]([C:11]2[O:12][C:13]3[CH:19]=[CH:18][C:17]([CH2:20][C:21]4[CH:26]=[CH:25][CH:24]=[CH:23][CH:22]=4)=[CH:16][C:14]=3[CH:15]=2)=[C:7]([C:27]#[N:28])[CH:6]=1)C.[BH4-].[Na+].[Cl-].[Ca+2].[Cl-].O. Product: [CH2:20]([C:17]1[CH:18]=[CH:19][C:13]2[O:12][C:11]([C:8]3[CH:9]=[CH:10][C:5]([CH2:4][OH:3])=[CH:6][C:7]=3[C:27]#[N:28])=[CH:15][C:14]=2[CH:16]=1)[C:21]1[CH:26]=[CH:25][CH:24]=[CH:23][CH:22]=1. The catalyst class is: 8. (2) Reactant: C[O:2][C:3](=[O:29])[C:4]1[CH:9]=[CH:8][C:7]([CH2:10][C:11]2[C:20](=[O:21])[C:19]3[C:14](=[CH:15][C:16]([Cl:22])=[CH:17][CH:18]=3)[N:13]([C:23]3[CH:28]=[CH:27][CH:26]=[CH:25][N:24]=3)[CH:12]=2)=[CH:6][CH:5]=1.O.[OH-].[Li+]. Product: [Cl:22][C:16]1[CH:15]=[C:14]2[C:19]([C:20](=[O:21])[C:11]([CH2:10][C:7]3[CH:6]=[CH:5][C:4]([C:3]([OH:29])=[O:2])=[CH:9][CH:8]=3)=[CH:12][N:13]2[C:23]2[CH:28]=[CH:27][CH:26]=[CH:25][N:24]=2)=[CH:18][CH:17]=1. The catalyst class is: 30. (3) Reactant: [CH:1]1([CH2:7][C@H:8]([NH:14][C:15](=[O:21])[O:16][C:17]([CH3:20])([CH3:19])[CH3:18])[C:9]([NH:11][CH2:12][CH3:13])=O)[CH2:6][CH2:5][CH2:4][CH2:3][CH2:2]1.COCCO[AlH2-]OCCOC.[Na+]. Product: [CH:1]1([CH2:7][C@H:8]([NH:14][C:15](=[O:21])[O:16][C:17]([CH3:20])([CH3:19])[CH3:18])[CH2:9][NH:11][CH2:12][CH3:13])[CH2:2][CH2:3][CH2:4][CH2:5][CH2:6]1. The catalyst class is: 11. (4) Reactant: C[O:2][C:3](=[O:38])[C@H:4]([CH2:16][C:17]1[CH:22]=[CH:21][C:20]([C:23]2[C:24](=[O:37])[N:25]([CH2:30][C:31]3[CH:36]=[CH:35][CH:34]=[CH:33][CH:32]=3)[CH:26]=[C:27]([Cl:29])[CH:28]=2)=[CH:19][CH:18]=1)[NH:5][C:6]([C:8]1[C:13]([CH3:14])=[CH:12][CH:11]=[CH:10][C:9]=1[Cl:15])=[O:7].O.[OH-].[Li+].C(OCC)(=O)C. Product: [CH2:30]([N:25]1[CH:26]=[C:27]([Cl:29])[CH:28]=[C:23]([C:20]2[CH:19]=[CH:18][C:17]([CH2:16][C@@H:4]([C:3]([OH:38])=[O:2])[NH:5][C:6]([C:8]3[C:13]([CH3:14])=[CH:12][CH:11]=[CH:10][C:9]=3[Cl:15])=[O:7])=[CH:22][CH:21]=2)[C:24]1=[O:37])[C:31]1[CH:36]=[CH:35][CH:34]=[CH:33][CH:32]=1. The catalyst class is: 20. (5) Reactant: [C:1]([O:5][C:6]([NH:8][CH2:9][CH2:10][CH2:11][CH2:12][C:13]([C:24]1[N:25]=[CH:26][N:27](S(C2C=CC(C)=CC=2)(=O)=O)[CH:28]=1)([C:19]([O:21][CH2:22][CH3:23])=[O:20])[C:14]([O:16][CH2:17][CH3:18])=[O:15])=[O:7])([CH3:4])([CH3:3])[CH3:2].O.ON1C2C=CC=CC=2N=N1. Product: [C:1]([O:5][C:6]([NH:8][CH2:9][CH2:10][CH2:11][CH2:12][C:13]([C:24]1[N:25]=[CH:26][NH:27][CH:28]=1)([C:19]([O:21][CH2:22][CH3:23])=[O:20])[C:14]([O:16][CH2:17][CH3:18])=[O:15])=[O:7])([CH3:3])([CH3:4])[CH3:2]. The catalyst class is: 125.